From a dataset of Reaction yield outcomes from USPTO patents with 853,638 reactions. Predict the reaction yield, written as a fraction of the theoretical maximum amount of product (1.0 means a 100% yield; for example, 0.34 means a 34% yield). (1) The reactants are [CH3:1][C:2]1[C:6]2[C:7](=[O:19])[N:8]([CH2:11][CH2:12][N:13]3[CH2:18][CH2:17][O:16][CH2:15][CH2:14]3)[CH2:9][CH2:10][C:5]=2[NH:4][C:3]=1[CH:20]=O.[Br:22][C:23]1[CH:31]=[CH:30][CH:29]=[C:28]2[C:24]=1[CH2:25][C:26](=[O:32])[NH:27]2. No catalyst specified. The product is [Br:22][C:23]1[CH:31]=[CH:30][CH:29]=[C:28]2[C:24]=1[C:25](=[CH:20][C:3]1[NH:4][C:5]3[CH2:10][CH2:9][N:8]([CH2:11][CH2:12][N:13]4[CH2:14][CH2:15][O:16][CH2:17][CH2:18]4)[C:7](=[O:19])[C:6]=3[C:2]=1[CH3:1])[C:26](=[O:32])[NH:27]2. The yield is 0.936. (2) The reactants are Cl[C:2]1[CH:7]=[C:6](Cl)[N:5]=[C:4]([CH3:9])[N:3]=1.[CH3:10][NH:11][C:12]1[CH:13]=[C:14]([OH:18])[CH:15]=[CH:16][CH:17]=1. No catalyst specified. The product is [CH3:9][C:4]1[N:5]=[C:6]([N:11]([CH3:10])[C:12]2[CH:17]=[CH:16][CH:15]=[C:14]([OH:18])[CH:13]=2)[CH:7]=[C:2]([N:11]([CH3:10])[C:12]2[CH:17]=[CH:16][CH:15]=[C:14]([OH:18])[CH:13]=2)[N:3]=1. The yield is 0.450. (3) The catalyst is O.C1C=CC(P(C2C=CC=CC=2)[C-]2C=CC=C2)=CC=1.C1C=CC(P(C2C=CC=CC=2)[C-]2C=CC=C2)=CC=1.Cl[Pd]Cl.[Fe+2].C(Cl)Cl. The reactants are [F:1][C:2]1[CH:7]=[CH:6][C:5]([O:8][CH3:9])=[CH:4][C:3]=1[C:10]1[CH:15]=[CH:14][C:13]([C:16]([O:18][CH3:19])=[O:17])=[CH:12][C:11]=1I.O1CCOCC1.[CH3:27][C:28]1([CH3:35])[C:32]([CH3:34])([CH3:33])[O:31][BH:30][O:29]1. The yield is 0.520. The product is [F:1][C:2]1[CH:7]=[CH:6][C:5]([O:8][CH3:9])=[CH:4][C:3]=1[C:10]1[CH:15]=[CH:14][C:13]([C:16]([O:18][CH3:19])=[O:17])=[CH:12][C:11]=1[B:30]1[O:31][C:32]([CH3:34])([CH3:33])[C:28]([CH3:35])([CH3:27])[O:29]1. (4) The reactants are Cl.[NH:2]1[CH2:5][CH:4]([O:6][CH2:7][C:8]2[S:12][CH:11]=[N:10][CH:9]=2)[CH2:3]1.CCN=C=NCCCN(C)C.C1C=CC2N(O)N=NC=2C=1.C(N(C(C)C)CC)(C)C.Cl.[O:44]=[C:45]1[NH:54][C:53]2[N:52]=[CH:51][C:50](/[CH:55]=[CH:56]/[C:57](O)=[O:58])=[CH:49][C:48]=2[CH2:47][CH2:46]1. The catalyst is CN(C)C=O. The product is [O:58]=[C:57]([N:2]1[CH2:5][CH:4]([O:6][CH2:7][C:8]2[S:12][CH:11]=[N:10][CH:9]=2)[CH2:3]1)/[CH:56]=[CH:55]/[C:50]1[CH:49]=[C:48]2[C:53](=[N:52][CH:51]=1)[NH:54][C:45](=[O:44])[CH2:46][CH2:47]2. The yield is 0.0200. (5) The reactants are CC1(C)C(C)(C)OB([C:9]2[CH:17]=[CH:16][CH:15]=[C:14]3[C:10]=2[CH:11]=[CH:12][NH:13]3)O1.Br[C:20]1[CH:21]=[C:22]([Cl:26])[CH:23]=[CH:24][CH:25]=1.[OH-].[Na+]. The catalyst is C1COCC1.[Pd].C(OCC)(=O)C. The product is [Cl:26][C:22]1[CH:21]=[C:20]([C:9]2[CH:17]=[CH:16][CH:15]=[C:14]3[C:10]=2[CH:11]=[CH:12][NH:13]3)[CH:25]=[CH:24][CH:23]=1. The yield is 0.910.